From a dataset of Reaction yield outcomes from USPTO patents with 853,638 reactions. Predict the reaction yield, written as a fraction of the theoretical maximum amount of product (1.0 means a 100% yield; for example, 0.34 means a 34% yield). (1) The product is [CH2:1]([O:8][N:9]1[CH2:14][CH2:13][CH:12]([C:15]2[CH:25]=[C:18]3[N:19]=[C:20]([Cl:24])[CH:21]=[C:22]([N:28]4[CH2:33][CH2:32][O:31][CH2:30][CH2:29]4)[N:17]3[N:16]=2)[CH2:11][C:10]1=[C:26]=[O:27])[C:2]1[CH:3]=[CH:4][CH:5]=[CH:6][CH:7]=1. The yield is 0.880. The reactants are [CH2:1]([O:8][N:9]1[CH2:14][CH2:13][CH:12]([C:15]2[CH:25]=[C:18]3[N:19]=[C:20]([Cl:24])[CH:21]=[C:22](Cl)[N:17]3[N:16]=2)[CH2:11][C:10]1=[C:26]=[O:27])[C:2]1[CH:7]=[CH:6][CH:5]=[CH:4][CH:3]=1.[NH:28]1[CH2:33][CH2:32][O:31][CH2:30][CH2:29]1. The catalyst is O1CCOCC1.O. (2) The reactants are [F:1][C:2]([F:15])([F:14])[S:3]([O:6]S(C(F)(F)F)(=O)=O)(=[O:5])=[O:4].[Cl:16][C:17]1[CH:22]=[C:21]([C:23]([NH:25][CH2:26][C:27]2[CH:32]=[CH:31][CH:30]=[C:29]([O:33][Si:34]([C:37]([CH3:40])([CH3:39])[CH3:38])([CH3:36])[CH3:35])[CH:28]=2)=[O:24])[CH:20]=[C:19]([CH3:41])[C:18]=1O.C(N(CC)CC)C. The catalyst is ClCCl. The product is [F:1][C:2]([F:15])([F:14])[S:3]([O:6][C:18]1[C:19]([CH3:41])=[CH:20][C:21]([C:23]([NH:25][CH2:26][C:27]2[CH:32]=[CH:31][CH:30]=[C:29]([O:33][Si:34]([C:37]([CH3:39])([CH3:38])[CH3:40])([CH3:35])[CH3:36])[CH:28]=2)=[O:24])=[CH:22][C:17]=1[Cl:16])(=[O:5])=[O:4]. The yield is 0.630. (3) The reactants are Br[C:2]1[C:3](=[O:18])[C:4]([CH3:17])([CH3:16])[O:5][C:6]=1[C:7]1[CH:12]=[CH:11][C:10]([O:13][CH3:14])=[C:9]([Cl:15])[CH:8]=1.CC1(C)C(C)(C)OB([C:27]2[CH:44]=[CH:43][C:30]([O:31][CH2:32][C:33]3[CH:42]=[CH:41][C:40]4[C:35](=[CH:36][CH:37]=[CH:38][CH:39]=4)[N:34]=3)=[CH:29][CH:28]=2)O1.C([O-])([O-])=O.[Cs+].[Cs+]. The catalyst is C1(C)C=CC=CC=1.O.C1C=CC(P(C2C=CC=CC=2)[C-]2C=CC=C2)=CC=1.C1C=CC(P(C2C=CC=CC=2)[C-]2C=CC=C2)=CC=1.Cl[Pd]Cl.[Fe+2]. The product is [Cl:15][C:9]1[CH:8]=[C:7]([C:6]2[O:5][C:4]([CH3:17])([CH3:16])[C:3](=[O:18])[C:2]=2[C:27]2[CH:28]=[CH:29][C:30]([O:31][CH2:32][C:33]3[CH:42]=[CH:41][C:40]4[C:35](=[CH:36][CH:37]=[CH:38][CH:39]=4)[N:34]=3)=[CH:43][CH:44]=2)[CH:12]=[CH:11][C:10]=1[O:13][CH3:14]. The yield is 0.230. (4) The reactants are [NH2:1][C@@H:2]([CH2:33][C:34]1[CH:39]=[CH:38][CH:37]=[CH:36][CH:35]=1)[C@@H:3]([OH:32])[CH2:4][C@@H:5]([NH:19][C:20]([C@@H:22]([NH:27][C:28](=[O:31])[O:29][CH3:30])[C:23]([CH3:26])([CH3:25])[CH3:24])=[O:21])[CH2:6][C:7]1[CH:12]=[CH:11][C:10]([C:13]2[CH:18]=[CH:17][CH:16]=[CH:15][N:14]=2)=[CH:9][CH:8]=1.[CH3:40][C:41]([CH3:63])([CH3:62])[C@H:42]([N:46]1[CH2:50][CH2:49][N:48]([CH2:51][C:52]2[CH:57]=[CH:56][CH:55]=[CH:54][C:53]=2[N+:58]([O-:60])=[O:59])[C:47]1=[O:61])[C:43](O)=[O:44].CCOP(ON1N=NC2C=CC=CC=2C1=O)(OCC)=O.C(N(CC)C(C)C)(C)C. The catalyst is C1COCC1. The product is [CH3:40][C:41]([CH3:63])([CH3:62])[C@H:42]([N:46]1[CH2:50][CH2:49][N:48]([CH2:51][C:52]2[CH:57]=[CH:56][CH:55]=[CH:54][C:53]=2[N+:58]([O-:60])=[O:59])[C:47]1=[O:61])[C:43]([NH:1][C@@H:2]([CH2:33][C:34]1[CH:35]=[CH:36][CH:37]=[CH:38][CH:39]=1)[C@@H:3]([OH:32])[CH2:4][C@@H:5]([NH:19][C:20]([C@@H:22]([NH:27][C:28](=[O:31])[O:29][CH3:30])[C:23]([CH3:26])([CH3:25])[CH3:24])=[O:21])[CH2:6][C:7]1[CH:12]=[CH:11][C:10]([C:13]2[CH:18]=[CH:17][CH:16]=[CH:15][N:14]=2)=[CH:9][CH:8]=1)=[O:44]. The yield is 0.610. (5) The reactants are [Br:1][C:2]1[CH:7]=[CH:6][C:5]([S:8]([N:11]([CH3:13])[CH3:12])(=[O:10])=[O:9])=[C:4](F)[CH:3]=1.[C-:15]#[N:16].[Na+]. The catalyst is CN(C=O)C. The product is [Br:1][C:2]1[CH:7]=[CH:6][C:5]([S:8]([N:11]([CH3:13])[CH3:12])(=[O:10])=[O:9])=[C:4]([C:15]#[N:16])[CH:3]=1. The yield is 0.0700. (6) The reactants are [Br:1][C:2]1[C:3]([CH3:16])=[C:4]([NH:8][C:9]([C:11]2[NH:12][CH:13]=[CH:14][N:15]=2)=[O:10])[CH:5]=[CH:6][CH:7]=1.C(=O)([O-])[O-].[K+].[K+].Br[CH2:24][CH:25]([O:29][CH2:30][CH3:31])[O:26][CH2:27][CH3:28]. The catalyst is CN(C=O)C.O. The product is [Br:1][C:2]1[C:3]([CH3:16])=[C:4]([NH:8][C:9]([C:11]2[N:15]([CH2:24][CH:25]([O:29][CH2:30][CH3:31])[O:26][CH2:27][CH3:28])[CH:14]=[CH:13][N:12]=2)=[O:10])[CH:5]=[CH:6][CH:7]=1. The yield is 0.820. (7) The reactants are [Cl:1][C:2]1[C:3]([O:12][C:13]2[CH:18]=[C:17]([O:19][CH2:20][CH2:21][O:22][CH3:23])[CH:16]=[CH:15][C:14]=2/[CH:24]=[CH:25]\[C:26]([OH:28])=O)=[N:4][CH:5]=[C:6]([C:8]([F:11])([F:10])[F:9])[CH:7]=1.C(N=C=NCCCN(C)C)C.[CH2:40]([S:45]([NH2:48])(=[O:47])=[O:46])[CH2:41][CH2:42][CH2:43][CH3:44].Cl. The catalyst is ClCCl.CN(C)C1C=CN=CC=1.C(OCC)(=O)C. The product is [Cl:1][C:2]1[C:3]([O:12][C:13]2[CH:18]=[C:17]([O:19][CH2:20][CH2:21][O:22][CH3:23])[CH:16]=[CH:15][C:14]=2/[CH:24]=[CH:25]\[C:26]([NH:48][S:45]([CH2:40][CH2:41][CH2:42][CH2:43][CH3:44])(=[O:47])=[O:46])=[O:28])=[N:4][CH:5]=[C:6]([C:8]([F:9])([F:10])[F:11])[CH:7]=1. The yield is 0.350. (8) The reactants are CS(O[CH2:6][C:7]1[C:12]([F:13])=[C:11]([O:14][CH3:15])[CH:10]=[C:9]([O:16][CH3:17])[C:8]=1[F:18])(=O)=O.[C-:19]#[N:20].[Na+]. The catalyst is CS(C)=O. The product is [F:18][C:8]1[C:9]([O:16][CH3:17])=[CH:10][C:11]([O:14][CH3:15])=[C:12]([F:13])[C:7]=1[CH2:6][C:19]#[N:20]. The yield is 0.420. (9) The reactants are [CH2:1]([N:8]1[CH2:12][CH2:11][N:10]([C:13]2[S:14][C:15]([C:19]([OH:21])=O)=[C:16]([CH3:18])[N:17]=2)[C:9]1=[O:22])[C:2]1[CH:7]=[CH:6]C=CC=1.C1(CN2CCN(C3SC(C(O)=O)=C(C)N=3)C2=O)CC1.[CH2:42]([NH2:49])[C:43]1[CH:48]=[CH:47][CH:46]=[CH:45][CH:44]=1. No catalyst specified. The product is [CH2:42]([NH:49][C:19]([C:15]1[S:14][C:13]([N:10]2[CH2:11][CH2:12][N:8]([CH2:1][CH:2]3[CH2:7][CH2:6]3)[C:9]2=[O:22])=[N:17][C:16]=1[CH3:18])=[O:21])[C:43]1[CH:48]=[CH:47][CH:46]=[CH:45][CH:44]=1. The yield is 0.260. (10) The reactants are [OH:1][CH:2]1[CH:7]([NH:8][C:9](=[O:15])[O:10][C:11]([CH3:14])([CH3:13])[CH3:12])[CH:6]=[C:5]([C:16]2[CH:21]=[CH:20][N:19]=[CH:18][C:17]=2[N+:22]([O-:24])=[O:23])[CH2:4][CH2:3]1.C(N(CC)CC)C.[CH3:32][S:33](Cl)(=[O:35])=[O:34]. The catalyst is C(Cl)Cl.C(OCC)(=O)C. The product is [CH3:32][S:33]([O:1][CH:2]1[CH2:3][CH2:4][C:5]([C:16]2[CH:21]=[CH:20][N:19]=[CH:18][C:17]=2[N+:22]([O-:24])=[O:23])=[CH:6][CH:7]1[NH:8][C:9]([O:10][C:11]([CH3:12])([CH3:13])[CH3:14])=[O:15])(=[O:35])=[O:34]. The yield is 0.850.